This data is from Experimental lipophilicity measurements (octanol/water distribution) for 4,200 compounds from AstraZeneca. The task is: Regression/Classification. Given a drug SMILES string, predict its absorption, distribution, metabolism, or excretion properties. Task type varies by dataset: regression for continuous measurements (e.g., permeability, clearance, half-life) or binary classification for categorical outcomes (e.g., BBB penetration, CYP inhibition). For this dataset (lipophilicity_astrazeneca), we predict Y. The molecule is NS(=O)(=O)c1cc2c(cc1Cl)NC(C(Cl)Cl)NS2(=O)=O. The Y is 0.370 logD.